The task is: Predict the product of the given reaction.. This data is from Forward reaction prediction with 1.9M reactions from USPTO patents (1976-2016). Given the reactants [S:1]([O:8]S(C(F)(F)F)(=O)=O)([C:4]([F:7])([F:6])[F:5])(=[O:3])=[O:2].O[C:17]1[C:34]([CH3:35])=[CH:33][C:20]2[CH2:21][CH2:22][N:23]([C:26]([O:28][C:29]([CH3:32])([CH3:31])[CH3:30])=[O:27])[CH2:24][CH2:25][C:19]=2[CH:18]=1.N1C=CC=CC=1, predict the reaction product. The product is: [CH3:35][C:34]1[C:17]([O:8][S:1]([C:4]([F:7])([F:6])[F:5])(=[O:3])=[O:2])=[CH:18][C:19]2[CH2:25][CH2:24][N:23]([C:26]([O:28][C:29]([CH3:30])([CH3:32])[CH3:31])=[O:27])[CH2:22][CH2:21][C:20]=2[CH:33]=1.